This data is from Forward reaction prediction with 1.9M reactions from USPTO patents (1976-2016). The task is: Predict the product of the given reaction. (1) Given the reactants Br[C:2]1[CH:7]=[CH:6][C:5]([CH2:8][N:9]([CH3:13])[C:10](=[O:12])[CH3:11])=[CH:4][CH:3]=1.[F:14][C:15]([F:26])([F:25])[C:16]1[C:24]2[CH2:23][CH2:22][CH2:21][CH2:20][C:19]=2[NH:18][N:17]=1, predict the reaction product. The product is: [CH3:13][N:9]([CH2:8][C:5]1[CH:6]=[CH:7][C:2]([N:18]2[C:19]3[CH2:20][CH2:21][CH2:22][CH2:23][C:24]=3[C:16]([C:15]([F:14])([F:26])[F:25])=[N:17]2)=[CH:3][CH:4]=1)[C:10](=[O:12])[CH3:11]. (2) Given the reactants Br[C:2]1[CH:10]=[CH:9][CH:8]=[C:7]2[C:3]=1[C:4]([C:15]([N:17]1[CH2:22][CH2:21][CH:20]([C:23]3[CH:24]=[C:25]([CH:34]=[CH:35][C:36]=3[F:37])[CH2:26][NH:27][C:28](=[O:33])[C:29]([F:32])([F:31])[F:30])[CH2:19][CH2:18]1)=[O:16])=[CH:5][N:6]2[CH2:11][CH2:12][O:13][CH3:14].[F:38][C:39]1[CH:44]=[CH:43][C:42](B(O)O)=[CH:41][CH:40]=1.C(=O)([O-])[O-].[Cs+].[Cs+].C(Cl)Cl, predict the reaction product. The product is: [F:31][C:29]([F:32])([F:30])[C:28]([NH:27][CH2:26][C:25]1[CH:34]=[CH:35][C:36]([F:37])=[C:23]([CH:20]2[CH2:21][CH2:22][N:17]([C:15]([C:4]3[C:3]4[C:7](=[CH:8][CH:9]=[CH:10][C:2]=4[C:42]4[CH:43]=[CH:44][C:39]([F:38])=[CH:40][CH:41]=4)[N:6]([CH2:11][CH2:12][O:13][CH3:14])[CH:5]=3)=[O:16])[CH2:18][CH2:19]2)[CH:24]=1)=[O:33]. (3) Given the reactants [N+:1]([C:4]1[CH:5]=[C:6]([CH2:10][CH2:11][O:12][C:13](=[O:15])[CH3:14])[CH:7]=[CH:8][CH:9]=1)([O-])=O, predict the reaction product. The product is: [NH2:1][C:4]1[CH:5]=[C:6]([CH2:10][CH2:11][O:12][C:13](=[O:15])[CH3:14])[CH:7]=[CH:8][CH:9]=1. (4) Given the reactants [CH3:1][N:2]([S:42]([CH3:45])(=[O:44])=[O:43])[C:3]1[CH:4]=[C:5]([CH:28]=[C:29]([C:31]([NH:33][C@@H:34]([C:36]2[CH:41]=[CH:40][CH:39]=[CH:38][CH:37]=2)[CH3:35])=[O:32])[CH:30]=1)[C:6]([NH:8][C@@H:9]([CH2:21][C:22]1[CH:27]=[CH:26][CH:25]=[CH:24][CH:23]=1)[C@@H:10]([O:14]C1CCCCO1)[C:11]([OH:13])=O)=[O:7].[NH2:46][C:47]1[NH:48][C:49]2[CH:55]=[CH:54][CH:53]=[CH:52][C:50]=2[N:51]=1.C1C=CC2N(O)N=NC=2C=1.O, predict the reaction product. The product is: [CH2:21]([C@H:9]([NH:8][C:6](=[O:7])[C:5]1[CH:4]=[C:3]([N:2]([CH3:1])[S:42]([CH3:45])(=[O:44])=[O:43])[CH:30]=[C:29]([C:31]([NH:33][C@@H:34]([C:36]2[CH:37]=[CH:38][CH:39]=[CH:40][CH:41]=2)[CH3:35])=[O:32])[CH:28]=1)[C@@H:10]([OH:14])[C:11]([NH:46][C:47]1[NH:51][C:50]2[CH:52]=[CH:53][CH:54]=[CH:55][C:49]=2[N:48]=1)=[O:13])[C:22]1[CH:27]=[CH:26][CH:25]=[CH:24][CH:23]=1. (5) Given the reactants [Br:1][C:2]1[CH:7]=[CH:6][N:5]=[C:4]([C:8]([OH:10])=O)[CH:3]=1.CN(C(ON1N=NC2C=CC=NC1=2)=[N+](C)C)C.F[P-](F)(F)(F)(F)F.C(N(C(C)C)C(C)C)C.[CH3:44][O:45][C:46]1[CH:51]=[CH:50][C:49]([CH2:52][NH2:53])=[CH:48][CH:47]=1.[OH-].[Na+], predict the reaction product. The product is: [Br:1][C:2]1[CH:7]=[CH:6][N:5]=[C:4]([C:8]([NH:53][CH2:52][C:49]2[CH:50]=[CH:51][C:46]([O:45][CH3:44])=[CH:47][CH:48]=2)=[O:10])[CH:3]=1. (6) Given the reactants [F:1][C:2]1[CH:18]=[CH:17][CH:16]=[CH:15][C:3]=1[C:4]([NH:6][C:7]1[S:8][CH:9]=[CH:10][C:11]=1[C:12]([NH2:14])=[O:13])=O.Cl, predict the reaction product. The product is: [F:1][C:2]1[CH:18]=[CH:17][CH:16]=[CH:15][C:3]=1[C:4]1[NH:14][C:12](=[O:13])[C:11]2[CH:10]=[CH:9][S:8][C:7]=2[N:6]=1. (7) Given the reactants [C:1]1(=[O:14])[C:10]2[C:5](=CC(C(O)=O)=C[CH:9]=2)[CH2:4][CH2:3][CH2:2]1.O[N:16]1[C:20](=[O:21])[CH2:19][CH2:18][C:17]1=O.C1(N=C=NC2CCCCC2)CCCCC1.[Cl-].[NH4+].C(N(CC)CC)C, predict the reaction product. The product is: [CH2:2]1[C:3]2[C:17](=[CH:18][C:19]([C:20]([NH2:16])=[O:21])=[CH:5][CH:4]=2)[CH2:9][CH2:10][C:1]1=[O:14]. (8) Given the reactants C(=O)([O-])[O-].[K+].[K+].C(#N)C.[OH:10][C:11]1[CH:19]=[CH:18][C:14]([C:15]([NH2:17])=[O:16])=[CH:13][CH:12]=1.Cl.Cl[CH2:22][CH2:23][N:24]1[CH2:29][CH2:28][O:27][CH2:26][CH2:25]1, predict the reaction product. The product is: [N:24]1([CH2:23][CH2:22][O:10][C:11]2[CH:19]=[CH:18][C:14]([C:15]([NH2:17])=[O:16])=[CH:13][CH:12]=2)[CH2:29][CH2:28][O:27][CH2:26][CH2:25]1.